This data is from Peptide-MHC class I binding affinity with 185,985 pairs from IEDB/IMGT. The task is: Regression. Given a peptide amino acid sequence and an MHC pseudo amino acid sequence, predict their binding affinity value. This is MHC class I binding data. (1) The peptide sequence is AYIDNYNKV. The MHC is HLA-B44:02 with pseudo-sequence HLA-B44:02. The binding affinity (normalized) is 0. (2) The peptide sequence is MWHVTRGSVI. The MHC is HLA-A24:02 with pseudo-sequence HLA-A24:02. The binding affinity (normalized) is 0.338. (3) The peptide sequence is WIPKRNRSI. The MHC is HLA-A11:01 with pseudo-sequence HLA-A11:01. The binding affinity (normalized) is 0.0847.